This data is from Forward reaction prediction with 1.9M reactions from USPTO patents (1976-2016). The task is: Predict the product of the given reaction. (1) Given the reactants [NH2:1][C:2]([NH:4][CH2:5][CH2:6][O:7][C:8]1[CH:13]=[CH:12][C:11]([C:14]2[N:18]([C:19]3[CH:24]=[CH:23][C:22]([O:25][CH3:26])=[CH:21][CH:20]=3)[N:17]=[C:16](C(O)=O)[CH:15]=2)=[CH:10][CH:9]=1)=[O:3].C1(P(N=[N+]=[N-])(C2C=CC=CC=2)=[O:37])C=CC=CC=1.CC[N:49]([CH2:52]C)CC.[C:54]([OH:58])([CH3:57])([CH3:56])[CH3:55], predict the reaction product. The product is: [NH2:1][C:2]([NH:4][CH2:5][CH2:6][O:7][C:8]1[CH:9]=[CH:10][C:11]([C:14]2[N:18]([C:19]3[CH:20]=[CH:21][C:22]([O:25][CH3:26])=[CH:23][CH:24]=3)[N:17]=[C:16]([NH:49][C:52](=[O:37])[O:58][C:54]([CH3:57])([CH3:56])[CH3:55])[CH:15]=2)=[CH:12][CH:13]=1)=[O:3]. (2) Given the reactants C([CH2:9][OH:10])=CC1C=CC=CC=1.[CH3:11][C:12]1[CH:19]=[CH:18][C:15]([CH:16]=[CH2:17])=[CH:14][CH:13]=1.CO, predict the reaction product. The product is: [CH3:9][O:10][CH:16]([C:15]1[CH:18]=[CH:19][C:12]([CH3:11])=[CH:13][CH:14]=1)[CH3:17]. (3) Given the reactants [CH2:1]([Li])[CH2:2][CH2:3][CH3:4].[C:6]12(C(=O)C3C[CH:10]1[CH2:11][CH2:12]3)[CH2:9][CH2:8][CH2:7]2, predict the reaction product. The product is: [CH2:4]=[C:3]1[C:6]2([CH2:9][CH2:8][CH2:7]2)[CH:10]2[CH2:1][CH:2]1[CH2:12][CH2:11]2. (4) Given the reactants C(=O)([O-])[O-].[K+].[K+].Br[C:8]1[CH:13]=[C:12]([CH2:14][N:15]2[C:23](=[O:24])[C:22]3[C:17](=[CH:18][CH:19]=[CH:20][CH:21]=3)[C:16]2=[O:25])[C:11]([F:26])=[CH:10][N:9]=1.[F:27][C:28]([F:45])([F:44])[C:29]1[N:34]=[CH:33][C:32](B(OC(C)C)OC(C)C)=[CH:31][N:30]=1, predict the reaction product. The product is: [F:26][C:11]1[C:12]([CH2:14][N:15]2[C:23](=[O:24])[C:22]3[C:17](=[CH:18][CH:19]=[CH:20][CH:21]=3)[C:16]2=[O:25])=[CH:13][C:8]([C:32]2[CH:31]=[N:30][C:29]([C:28]([F:45])([F:44])[F:27])=[N:34][CH:33]=2)=[N:9][CH:10]=1.